Dataset: Forward reaction prediction with 1.9M reactions from USPTO patents (1976-2016). Task: Predict the product of the given reaction. (1) Given the reactants [O:1]1[CH:5]=[C:4]([C:6]2[C:16]3[O:15][CH2:14][CH2:13][N:12](C(OC(C)(C)C)=O)[CH2:11][C:10]=3[CH:9]=[CH:8][CH:7]=2)[CH:3]=[N:2]1.C(OCC)(=O)C.[ClH:30], predict the reaction product. The product is: [ClH:30].[O:1]1[CH:5]=[C:4]([C:6]2[C:16]3[O:15][CH2:14][CH2:13][NH:12][CH2:11][C:10]=3[CH:9]=[CH:8][CH:7]=2)[CH:3]=[N:2]1. (2) Given the reactants [C:1]([NH:9][C:10]1[S:11][C:12]([C:16]([OH:18])=O)=[C:13]([CH3:15])[N:14]=1)(=[O:8])[C:2]1[CH:7]=[CH:6][CH:5]=[CH:4][CH:3]=1.CN1CCOCC1.C(OC(Cl)=O)C(C)C.[CH2:34]([CH:36]([NH2:43])[C:37]1[CH:42]=[CH:41][CH:40]=[CH:39][CH:38]=1)[CH3:35], predict the reaction product. The product is: [C:37]1([CH:36]([NH:43][C:16]([C:12]2[S:11][C:10]([NH:9][C:1](=[O:8])[C:2]3[CH:3]=[CH:4][CH:5]=[CH:6][CH:7]=3)=[N:14][C:13]=2[CH3:15])=[O:18])[CH2:34][CH3:35])[CH:42]=[CH:41][CH:40]=[CH:39][CH:38]=1. (3) Given the reactants [Br:1][C:2]1[CH:22]=[N:21][C:5]2=[N:6][C:7]([N:12]3[CH2:19][CH:18]4[CH:14]([CH2:15][N:16]([CH3:20])[CH2:17]4)[CH2:13]3)=[C:8]([NH:10][NH2:11])[N:9]=[C:4]2[CH:3]=1.[CH:23](OC)(OC)OC, predict the reaction product. The product is: [Br:1][C:2]1[CH:22]=[N:21][C:5]2[N:6]=[C:7]([N:12]3[CH2:19][CH:18]4[CH:14]([CH2:15][N:16]([CH3:20])[CH2:17]4)[CH2:13]3)[C:8]3[N:9]([CH:23]=[N:11][N:10]=3)[C:4]=2[CH:3]=1. (4) Given the reactants [F:1][C:2]1[CH:3]=[C:4]([C:10]2[N:11]=[C:12]([CH3:29])[C:13]3[CH:18]=[CH:17][N:16]([C:19]4[CH:28]=[CH:27][C:22]([C:23]([O:25]C)=[O:24])=[CH:21][CH:20]=4)[C:14]=3[N:15]=2)[CH:5]=[CH:6][C:7]=1[O:8][CH3:9].[OH-].[Na+].Cl, predict the reaction product. The product is: [F:1][C:2]1[CH:3]=[C:4]([C:10]2[N:11]=[C:12]([CH3:29])[C:13]3[CH:18]=[CH:17][N:16]([C:19]4[CH:28]=[CH:27][C:22]([C:23]([OH:25])=[O:24])=[CH:21][CH:20]=4)[C:14]=3[N:15]=2)[CH:5]=[CH:6][C:7]=1[O:8][CH3:9]. (5) Given the reactants NC1SC(C2C(F)=CC=CC=2F)=NC=1C(NC1C=NN(C)C=1N1CCC(C(F)F)C(N)CC1)=O.[F:35][C:36]([F:59])([F:58])[C:37]([NH:39][C@H:40]1[CH:46]([CH:47]=[O:48])[CH2:45][CH2:44][N:43]([C:49]2[N:50]([CH3:57])[N:51]=[CH:52][C:53]=2[N+:54]([O-:56])=[O:55])[CH2:42][CH2:41]1)=[O:38].[BH4-].[Na+], predict the reaction product. The product is: [F:58][C:36]([F:35])([F:59])[C:37]([NH:39][C@H:40]1[CH:46]([CH2:47][OH:48])[CH2:45][CH2:44][N:43]([C:49]2[N:50]([CH3:57])[N:51]=[CH:52][C:53]=2[N+:54]([O-:56])=[O:55])[CH2:42][CH2:41]1)=[O:38]. (6) Given the reactants C([O:4][CH2:5][C@@:6]1([C:25]#[CH:26])[O:10][C@@H:9]([N:11]2[CH:19]=[C:17]([CH3:18])[C:15](=[O:16])[NH:14][C:12]2=[O:13])[CH2:8][C@H:7]1OS(C)(=O)=O)(=O)C.C1CN2C(=NCCC2)C1.CO, predict the reaction product. The product is: [C:25]([C@:6]1([CH2:5][OH:4])[O:10][C@@H:9]([N:11]2[CH:19]=[C:17]([CH3:18])[C:15](=[O:16])[NH:14][C:12]2=[O:13])[CH:8]=[CH:7]1)#[CH:26]. (7) Given the reactants [Br:1][C:2]1[CH:10]=[C:9]2[C:5]([CH2:6][C:7]([CH3:21])([CH3:20])[C:8]2([NH:13]S(C(C)(C)C)=O)[CH:11]=[CH2:12])=[CH:4][CH:3]=1.Cl.CCOCC, predict the reaction product. The product is: [Br:1][C:2]1[CH:10]=[C:9]2[C:5]([CH2:6][C:7]([CH3:21])([CH3:20])[C:8]2([CH:11]=[CH2:12])[NH2:13])=[CH:4][CH:3]=1. (8) Given the reactants [N:1]1[CH:6]=[CH:5][CH:4]=[CH:3][C:2]=1[C:7]1[CH:14]=[CH:13][C:10]([CH:11]=O)=[CH:9][CH:8]=1.[C:15]([CH2:17][C:18]([O:20][C:21]([CH3:24])([CH3:23])[CH3:22])=[O:19])#[N:16].N1CCCCC1, predict the reaction product. The product is: [C:15](/[C:17](=[CH:11]/[C:10]1[CH:13]=[CH:14][C:7]([C:2]2[CH:3]=[CH:4][CH:5]=[CH:6][N:1]=2)=[CH:8][CH:9]=1)/[C:18]([O:20][C:21]([CH3:24])([CH3:23])[CH3:22])=[O:19])#[N:16]. (9) Given the reactants [O:1]=[C:2]([C:6]1([C:9]([F:12])([F:11])[F:10])[CH2:8][CH2:7]1)[CH2:3][C:4]#[N:5].S(O)(O)(=O)=O.[NH2:18]O.C(=O)([O-])O.[Na+].Cl, predict the reaction product. The product is: [F:12][C:9]([F:10])([F:11])[C:6]1([C:2]2[O:1][N:5]=[C:4]([NH2:18])[CH:3]=2)[CH2:8][CH2:7]1.